This data is from Full USPTO retrosynthesis dataset with 1.9M reactions from patents (1976-2016). The task is: Predict the reactants needed to synthesize the given product. (1) The reactants are: [CH2:1]([C:5]1[CH:6]=[CH:7][C:8]([N:11]2[CH:15]=[CH:14][C:13]([CH:16]([C:18]3[CH:30]=[CH:29][C:21]4[N:22](COC)[C:23](=[O:25])[S:24][C:20]=4[CH:19]=3)[CH3:17])=[N:12]2)=[N:9][CH:10]=1)[C:2]([CH3:4])=[O:3]. Given the product [CH2:1]([C:5]1[CH:6]=[CH:7][C:8]([N:11]2[CH:15]=[CH:14][C:13]([CH:16]([C:18]3[CH:30]=[CH:29][C:21]4[NH:22][C:23](=[O:25])[S:24][C:20]=4[CH:19]=3)[CH3:17])=[N:12]2)=[N:9][CH:10]=1)[C:2]([CH3:4])=[O:3], predict the reactants needed to synthesize it. (2) Given the product [CH2:17]([C:4]1[C:3]([O:2][CH3:1])=[CH:8][CH:7]=[CH:6][C:5]=1[CH2:9][CH2:10][CH2:11][C:12]([O:14][CH2:15][CH3:16])=[O:13])[C:18]1[CH:19]=[CH:20][CH:21]=[CH:22][CH:23]=1, predict the reactants needed to synthesize it. The reactants are: [CH3:1][O:2][C:3]1[C:4]([CH2:17][C:18]2[CH:23]=[CH:22][CH:21]=[CH:20][CH:19]=2)=[C:5]([CH2:9]/[CH:10]=[CH:11]/[C:12]([O:14][CH2:15][CH3:16])=[O:13])[CH:6]=[CH:7][CH:8]=1.[H][H]. (3) Given the product [CH2:16]([C@@H:18]1[CH2:19][N:20]([C:24]2[CH:29]=[CH:28][CH:27]=[C:26]([O:30][CH3:31])[CH:25]=2)[CH2:21][CH2:22][N:23]1[CH2:2][CH2:3][CH2:4][CH2:5][N:6]1[C:10](=[O:11])[CH:9]2[CH2:12][CH2:13][CH2:14][N:8]2[C:7]1=[O:15])[CH3:17], predict the reactants needed to synthesize it. The reactants are: Br[CH2:2][CH2:3][CH2:4][CH2:5][N:6]1[C:10](=[O:11])[CH:9]2[CH2:12][CH2:13][CH2:14][N:8]2[C:7]1=[O:15].[CH2:16]([C@H:18]1[NH:23][CH2:22][CH2:21][N:20]([C:24]2[CH:29]=[CH:28][CH:27]=[C:26]([O:30][CH3:31])[CH:25]=2)[CH2:19]1)[CH3:17]. (4) Given the product [ClH:27].[ClH:27].[CH2:9]1[NH:8][C@H:13]([C:14]([O:16][CH3:17])=[O:15])[CH2:12][N:11]2[CH2:18][CH2:19][CH2:20][C@H:10]12, predict the reactants needed to synthesize it. The reactants are: C([N:8]1[C@H:13]([C:14]([O:16][CH3:17])=[O:15])[CH2:12][N:11]2[CH2:18][CH2:19][CH2:20][C@@H:10]2[CH2:9]1)C1C=CC=CC=1.C(OCC)(=O)C.[ClH:27]. (5) Given the product [ClH:19].[Cl:19][C:20]1[CH:39]=[CH:38][C:23]([NH:24][C:25]2([O:4][CH3:3])[C:34]3[C:29](=[CH:30][C:31]([O:37][CH2:48][CH2:47][O:46][CH:41]4[CH2:42][CH2:43][CH2:44][CH2:45]4)=[CH:32][CH:33]=3)[N:28]=[CH:27][NH:26]2)=[C:22]([F:40])[CH:21]=1, predict the reactants needed to synthesize it. The reactants are: N(C(N1CCCCC1)=O)=N[C:3](N1CCCCC1)=[O:4].[Cl:19][C:20]1[CH:39]=[CH:38][C:23]([NH:24][C:25]2[C:34]3[C:29](=[CH:30][C:31]([OH:37])=[C:32](OC)[CH:33]=3)[N:28]=[CH:27][N:26]=2)=[C:22]([F:40])[CH:21]=1.[CH:41]1([O:46][CH2:47][CH2:48]O)[CH2:45][CH2:44][CH2:43][CH2:42]1.C(P(CCCC)CCCC)CCC. (6) Given the product [NH2:7][C:8]1[C:13]([CH2:14][OH:15])=[CH:12][N:11]=[C:10]([S:19][CH3:20])[N:9]=1, predict the reactants needed to synthesize it. The reactants are: [H-].[H-].[H-].[H-].[Li+].[Al+3].[NH2:7][C:8]1[C:13]([C:14](OCC)=[O:15])=[CH:12][N:11]=[C:10]([S:19][CH3:20])[N:9]=1.